Task: Predict the reactants needed to synthesize the given product.. Dataset: Full USPTO retrosynthesis dataset with 1.9M reactions from patents (1976-2016) (1) Given the product [F:1][C:2]1[CH:23]=[CH:22][C:5]2[NH:6][C:7]([CH:9]([O:10][CH:31]([CH3:33])[CH3:32])[C:11]3[CH:16]=[CH:15][C:14]([O:17][C:18]([F:20])([F:19])[F:21])=[CH:13][CH:12]=3)=[N:8][C:4]=2[CH:3]=1, predict the reactants needed to synthesize it. The reactants are: [F:1][C:2]1[CH:23]=[CH:22][C:5]2[NH:6][C:7]([CH:9]([C:11]3[CH:16]=[CH:15][C:14]([O:17][C:18]([F:21])([F:20])[F:19])=[CH:13][CH:12]=3)[OH:10])=[N:8][C:4]=2[CH:3]=1.S(=O)(=O)(O)O.[OH-].[Na+].[CH:31](O)([CH3:33])[CH3:32]. (2) Given the product [C:28]([O:32][C:33](=[O:53])[NH:34][C@H:35]1[CH2:36][CH2:37][C@@H:38]([O:41][C:42]2[CH:51]=[C:50]3[C:49](=[CH:44][C:43]=2[Cl:52])[CH:48]=[N:47][CH:46]=[CH:45]3)[CH2:39][CH2:40]1)([CH3:29])([CH3:31])[CH3:30], predict the reactants needed to synthesize it. The reactants are: ClC1C=C2C(C=CN=C2)=CC=1F.C(OC(=O)N[C@H]1CC[C@@H](O)CC1)(C)(C)C.[C:28]([O:32][C:33](=[O:53])[NH:34][C@H:35]1[CH2:40][CH2:39][C@H:38]([O:41][C:42]2[C:43]([Cl:52])=[C:44]3[C:49](=[CH:50][CH:51]=2)[CH:48]=[N:47][CH:46]=[CH:45]3)[CH2:37][CH2:36]1)([CH3:31])([CH3:30])[CH3:29]. (3) Given the product [Cl:13][C:14]1[CH:15]=[CH:16][C:17]([OH:22])=[C:18]([C:19]2[N:2]([CH3:1])[N:3]=[C:4]([C:6]3[C:11]([CH3:12])=[CH:10][CH:9]=[CH:8][N:7]=3)[N:5]=2)[CH:21]=1, predict the reactants needed to synthesize it. The reactants are: [CH3:1][NH:2][NH:3][C:4]([C:6]1[C:11]([CH3:12])=[CH:10][CH:9]=[CH:8][N:7]=1)=[NH:5].[Cl:13][C:14]1[CH:15]=[CH:16][C:17]([OH:22])=[C:18]([CH:21]=1)[CH:19]=O. (4) Given the product [Cl:28][C:25]1[CH:24]=[CH:23][C:22]([N:18]([C@H:11]2[C:12]3[C:17](=[CH:16][CH:15]=[CH:14][CH:13]=3)[N:8]([C:6](=[O:7])[C:5]3[CH:4]=[CH:3][C:2]([N:1]4[CH2:40][CH2:41][NH:42][C:43]4=[O:44])=[CH:31][CH:30]=3)[C@@H:9]([CH3:29])[CH2:10]2)[C:19](=[O:21])[CH3:20])=[CH:27][CH:26]=1, predict the reactants needed to synthesize it. The reactants are: [NH2:1][C:2]1[CH:31]=[CH:30][C:5]([C:6]([N:8]2[C:17]3[C:12](=[CH:13][CH:14]=[CH:15][CH:16]=3)[CH:11]([N:18]([C:22]3[CH:27]=[CH:26][C:25]([Cl:28])=[CH:24][CH:23]=3)[C:19](=[O:21])[CH3:20])[CH2:10][CH:9]2[CH3:29])=[O:7])=[CH:4][CH:3]=1.C(N(CC)CC)C.Cl[CH2:40][CH2:41][N:42]=[C:43]=[O:44]. (5) Given the product [Cl:14][C:15]1[CH:20]=[CH:19][C:18]([S:8]([Cl:11])(=[O:10])=[O:9])=[CH:17][C:16]=1[C:22]([F:25])([F:24])[F:23], predict the reactants needed to synthesize it. The reactants are: FC1C=CC([S:8]([Cl:11])(=[O:10])=[O:9])=CC=1OC.[Cl:14][C:15]1[CH:20]=[CH:19][C:18](N)=[CH:17][C:16]=1[C:22]([F:25])([F:24])[F:23]. (6) Given the product [Cl:12][C:13]1[CH:18]=[CH:17][C:16]([CH:19]2[CH2:20][O:9]2)=[CH:15][CH:14]=1, predict the reactants needed to synthesize it. The reactants are: C1C=C(Cl)C=C(C(OO)=[O:9])C=1.[Cl:12][C:13]1[CH:18]=[CH:17][C:16]([CH:19]=[CH2:20])=[CH:15][CH:14]=1. (7) Given the product [Cl:30][C:31]1[CH:36]=[CH:35][CH:34]=[C:33]([Cl:37])[C:32]=1[C:38]1[NH:39][C:40]2[CH:46]=[C:45]([C:47]3[O:48][C:1]([N:12]4[CH2:17][CH2:16][O:15][CH2:14][CH2:13]4)=[N:50][N:49]=3)[CH:44]=[CH:43][C:41]=2[N:42]=1, predict the reactants needed to synthesize it. The reactants are: [C:1](Cl)(Cl)=O.C1(C)C=CC=CC=1.[NH:12]1[CH2:17][CH2:16][O:15][CH2:14][CH2:13]1.CCOP(O)N(C(C)C)C(C)C.[Cl:30][C:31]1[CH:36]=[CH:35][CH:34]=[C:33]([Cl:37])[C:32]=1[C:38]1[NH:39][C:40]2[CH:46]=[C:45]([C:47]([NH:49][NH2:50])=[O:48])[CH:44]=[CH:43][C:41]=2[N:42]=1.CC[N+](S(N=C(OC)[O-])(=O)=O)(CC)CC. (8) Given the product [Cl:20][C:6]1[CH:5]=[CH:4][C:3]([C:17](=[O:19])[CH3:18])=[C:2]([OH:1])[CH:7]=1, predict the reactants needed to synthesize it. The reactants are: [OH:1][C:2]1[CH:7]=[C:6](OC(C(OCC)=O)(C)C)[CH:5]=[CH:4][C:3]=1[C:17](=[O:19])[CH3:18].[Cl-:20].[Al+3].[Cl-].[Cl-].